Dataset: Aqueous solubility values for 9,982 compounds from the AqSolDB database. Task: Regression/Classification. Given a drug SMILES string, predict its absorption, distribution, metabolism, or excretion properties. Task type varies by dataset: regression for continuous measurements (e.g., permeability, clearance, half-life) or binary classification for categorical outcomes (e.g., BBB penetration, CYP inhibition). For this dataset (solubility_aqsoldb), we predict Y. (1) The drug is c1ccc(COc2ccc3ccccc3c2)cc1. The Y is -6.48 log mol/L. (2) The compound is COc1ccccc1CC(C)NC(C)Cc1ccccc1OC. The Y is -2.00 log mol/L. (3) The compound is CCCCCCCCCCC(=O)O. The Y is -3.55 log mol/L. (4) The molecule is CN(C)C. The Y is 1.18 log mol/L. (5) The compound is CC(C)NC(=O)c1cc(N2CC2)c([N+](=O)[O-])cc1[N+](=O)[O-]. The Y is -3.50 log mol/L. (6) The drug is CC1(C)SC2C(NC(=O)C3(N)CCCCC3)C(=O)N2C1C(=O)O. The Y is -1.04 log mol/L. (7) The molecule is COC(=O)C1C(OC(=O)c2ccccc2)CC2CCC1N2C. The Y is -2.23 log mol/L.